This data is from Full USPTO retrosynthesis dataset with 1.9M reactions from patents (1976-2016). The task is: Predict the reactants needed to synthesize the given product. (1) Given the product [CH3:12][N:11]([CH3:13])[C:9]([C@H:4]1[CH2:5][CH2:6][C@@H:7]2[C@@H:2]([O:1]2)[CH2:3]1)=[O:10], predict the reactants needed to synthesize it. The reactants are: [OH:1][C@@H:2]1[C@@H:7](Br)[CH2:6][CH2:5][C@H:4]([C:9]([N:11]([CH3:13])[CH3:12])=[O:10])[CH2:3]1.[OH-].[Na+]. (2) Given the product [Cl:1][C:2]1[C:3]([CH3:22])=[C:4]([S:8]([NH:11][CH2:12][C:13]2[CH:14]=[C:15]([CH:19]=[CH:20][CH:21]=2)[C:16]([N:29]([CH2:30][CH3:31])[CH2:27][CH3:28])=[O:18])(=[O:9])=[O:10])[CH:5]=[CH:6][CH:7]=1, predict the reactants needed to synthesize it. The reactants are: [Cl:1][C:2]1[C:3]([CH3:22])=[C:4]([S:8]([NH:11][CH2:12][C:13]2[CH:14]=[C:15]([CH:19]=[CH:20][CH:21]=2)[C:16]([OH:18])=O)(=[O:10])=[O:9])[CH:5]=[CH:6][CH:7]=1.S(Cl)(Cl)=O.[CH2:27]([NH:29][CH2:30][CH3:31])[CH3:28]. (3) Given the product [CH3:17][C:7]1[CH:8]=[CH:9][C:4]([C:3]([OH:2])=[O:14])=[C:5]([OH:13])[C:6]=1[NH2:10], predict the reactants needed to synthesize it. The reactants are: C[O:2][C:3](=[O:14])[C:4]1[CH:9]=[CH:8][CH:7]=[C:6]([N+:10]([O-])=O)[C:5]=1[OH:13].[H][H].[CH3:17]O. (4) Given the product [C:27]([O:26][C:24](=[O:25])[NH:31][CH2:32][C:33](=[O:34])[NH:1][CH2:2][C:3]1[N:4]=[C:5]([NH:8][C:9]([N:10]([CH:11]2[CH2:16][CH2:15][CH2:14][CH2:13][CH2:12]2)[CH:17]2[CH2:22][CH2:21][CH2:20][CH2:19][CH2:18]2)=[O:23])[S:6][CH:7]=1)([CH3:30])([CH3:28])[CH3:29], predict the reactants needed to synthesize it. The reactants are: [NH2:1][CH2:2][C:3]1[N:4]=[C:5]([NH:8][C:9](=[O:23])[N:10]([CH:17]2[CH2:22][CH2:21][CH2:20][CH2:19][CH2:18]2)[CH:11]2[CH2:16][CH2:15][CH2:14][CH2:13][CH2:12]2)[S:6][CH:7]=1.[C:24]([NH:31][CH2:32][C:33](O)=[O:34])([O:26][C:27]([CH3:30])([CH3:29])[CH3:28])=[O:25]. (5) Given the product [C:1]([O:5][C:6]([N:8]1[CH2:13][C@@H:12]([C:14](=[O:37])[NH:15][CH2:16][C:17]2([CH2:31][CH2:32][CH2:33][CH2:34][O:35][CH3:36])[C:30]3[CH:29]=[CH:28][CH:27]=[CH:26][C:25]=3[O:24][C:23]3[C:18]2=[CH:19][CH:20]=[CH:21][CH:22]=3)[CH2:11][C@@H:10]([C:38](=[O:39])[NH:41][C@@H:42]([CH2:47][OH:48])[CH2:43][CH:44]([CH3:46])[CH3:45])[CH2:9]1)=[O:7])([CH3:3])([CH3:2])[CH3:4], predict the reactants needed to synthesize it. The reactants are: [C:1]([O:5][C:6]([N:8]1[CH2:13][C@@H:12]([C:14](=[O:37])[NH:15][CH2:16][C:17]2([CH2:31][CH2:32][CH2:33][CH2:34][O:35][CH3:36])[C:30]3[CH:29]=[CH:28][CH:27]=[CH:26][C:25]=3[O:24][C:23]3[C:18]2=[CH:19][CH:20]=[CH:21][CH:22]=3)[CH2:11][C@@H:10]([C:38](O)=[O:39])[CH2:9]1)=[O:7])([CH3:4])([CH3:3])[CH3:2].[NH2:41][C@@H:42]([CH2:47][OH:48])[CH2:43][CH:44]([CH3:46])[CH3:45]. (6) Given the product [CH3:17][CH:16]([CH2:15][CH3:14])[C:18]#[N:19].[CH3:25][CH2:24][C:22]([N:21]=[N:20][C:16]([C:18]#[N:19])([CH2:15][CH3:14])[CH3:17])([C:26]#[N:27])[CH3:23], predict the reactants needed to synthesize it. The reactants are: C#CCCCCC#C.CC1(C)OO1.[CH3:14][CH2:15][C:16]([N:20]=[N:21][C:22]([C:26]#[N:27])([CH2:24][CH3:25])[CH3:23])([C:18]#[N:19])[CH3:17]. (7) Given the product [N:14]1[CH:15]=[CH:16][CH:17]=[C:12]([CH2:11][NH:10][C:6]2[C:5]3[N:4]([N:3]=[C:2]([NH:33][C:30]4[CH:31]=[CH:32][C:27]([O:26][CH2:25][CH2:24][N:19]5[CH2:23][CH2:22][CH2:21][CH2:20]5)=[CH:28][CH:29]=4)[N:18]=3)[CH:9]=[CH:8][CH:7]=2)[CH:13]=1, predict the reactants needed to synthesize it. The reactants are: Cl[C:2]1[N:18]=[C:5]2[C:6]([NH:10][CH2:11][C:12]3[CH:13]=[N:14][CH:15]=[CH:16][CH:17]=3)=[CH:7][CH:8]=[CH:9][N:4]2[N:3]=1.[N:19]1([CH2:24][CH2:25][O:26][C:27]2[CH:32]=[CH:31][C:30]([NH2:33])=[CH:29][CH:28]=2)[CH2:23][CH2:22][CH2:21][CH2:20]1.C1(P(C2CCCCC2)C2C=CC=CC=2C2C=CC=CC=2P(C2CCCCC2)C2CCCCC2)CCCCC1. (8) Given the product [NH:1]1[C:12]2[C:7](=[CH:8][CH:9]=[CH:10][CH:11]=2)[CH2:6][C@H:2]1[C:3]([OH:5])=[O:4], predict the reactants needed to synthesize it. The reactants are: [NH2:1][C@@H:2]([CH2:6][C:7]1[CH:12]=[CH:11][CH:10]=[CH:9][C:8]=1Cl)[C:3]([OH:5])=[O:4].C([O-])([O-])=O.[K+].[K+]. (9) The reactants are: [C:1]1([C:11]2[CH:16]=[CH:15][CH:14]=[CH:13][CH:12]=2)[CH:6]=[CH:5][C:4]([C:7]([NH:9][NH2:10])=[O:8])=[CH:3][CH:2]=1.FC(F)(F)[C:19]1[CH:28]=[CH:27][C:22]([C:23](NN)=O)=[CH:21][CH:20]=1.[F:31][C:32]([F:42])([F:41])[C:33]1[CH:34]=[C:35]([CH:38]=[CH:39][CH:40]=1)[CH:36]=O.C1(C2C=CC=CC=2)C=CC([CH:49]=[O:50])=CC=1.[ClH:57].C[O:59][C:60](=[O:72])[C@H:61](CSCC1C=CC=CC=1)[NH2:62]. Given the product [F:31][C:32]([F:42])([F:41])[C:33]1[CH:34]=[C:35]([CH2:36][N:10]([C:49]([NH:62][CH:61]([C:60]([OH:59])=[O:72])[CH2:23][C:22]2[CH:21]=[CH:20][C:19]([Cl:57])=[CH:28][CH:27]=2)=[O:50])[NH:9][C:7]([C:4]2[CH:5]=[CH:6][C:1]([C:11]3[CH:12]=[CH:13][CH:14]=[CH:15][CH:16]=3)=[CH:2][CH:3]=2)=[O:8])[CH:38]=[CH:39][CH:40]=1, predict the reactants needed to synthesize it.